This data is from Reaction yield outcomes from USPTO patents with 853,638 reactions. The task is: Predict the reaction yield, written as a fraction of the theoretical maximum amount of product (1.0 means a 100% yield; for example, 0.34 means a 34% yield). The reactants are C[O:2][C:3](=[O:35])[C:4]1[CH:9]=[CH:8][C:7]([NH:10][C:11](=[O:34])[CH:12]([C:19]2[CH:24]=[CH:23][C:22]([NH:25]C(C3C=NC=CC=3)=O)=[CH:21][CH:20]=2)[CH2:13][CH:14]2[CH2:18][CH2:17][CH2:16][CH2:15]2)=[N:6][CH:5]=1.[OH-:36].[Li+].[OH2:38]. The catalyst is O1CCCC1. The product is [CH:14]1([CH2:13][CH:12]([C:19]2[CH:24]=[CH:23][C:22]([N+:25]([O-:38])=[O:36])=[CH:21][CH:20]=2)[C:11]([NH:10][C:7]2[CH:8]=[CH:9][C:4]([C:3]([OH:2])=[O:35])=[CH:5][N:6]=2)=[O:34])[CH2:18][CH2:17][CH2:16][CH2:15]1. The yield is 0.0750.